Task: Regression. Given a target protein amino acid sequence and a drug SMILES string, predict the binding affinity score between them. We predict pIC50 (pIC50 = -log10(IC50 in M); higher means more potent). Dataset: bindingdb_ic50.. Dataset: Drug-target binding data from BindingDB using IC50 measurements (1) The compound is CC(C)n1cc(-c2cc(-c3cc(Cl)cc(C(=O)N4CCOCC4)c3)cnc2N)nn1. The target protein sequence is HSDSISSLASEREYITSLDLSANELRDIDALSQKCCISVHLEHLEKLELHQNALTSFPQQLCETLKSLTHLDLHSNKFTSFPSYLLKMSCIANLDVSRNDIGPSVVLDPTVKCPTLKQFNLSYNQLSFVPENLTDVVEKLEQLILEGNKISGICSPLRLKELKILNLSKNHISSLSENFLEACPKVESFSARMNFLAAMPFLPPSMTILKLSQNKFSCIPEAILNLPHLRSLDMSSNDIQYLPGPAHWKSLNLRELLFSHNQISILDLSEKAYLWSRVEKLHLSHNKLKEIPPEIGCLENLTSLDVSYNLELRSFPNEMGKLSKIWDLPLDELHLNFDFKHIGCKAKDIIRFLQQRLKKAVPYNRMKLMIVGNTGSGKTTLLQQLMKTKKSDLGMQSATVGIDVKDWPIQIRDKRKRDLVLNVWDFAGREEFYSTHPHFMTQRALYLAVYDLSKGQAEVDAMKPWLFNIKARASSSPVILVGTHLDVSDEKQRKACMSKI.... The pIC50 is 6.2. (2) The drug is O=C(NC1CC1)c1ccc(-c2nc3ccccc3s2)s1. The target protein (Q13285) has sequence MDYSYDEDLDELCPVCGDKVSGYHYGLLTCESCKGFFKRTVQNNKHYTCTESQSCKIDKTQRKRCPFCRFQKCLTVGMRLEAVRADRMRGGRNKFGPMYKRDRALKQQKKAQIRANGFKLETGPPMGVPPPPPPAPDYVLPPSLHGPEPKGLAAGPPAGPLGDFGAPALPMAVPGAHGPLAGYLYPAFPGRAIKSEYPEPYASPPQPGLPYGYPEPFSGGPNVPELILQLLQLEPDEDQVRARILGCLQEPTKSRPDQPAAFGLLCRMADQTFISIVDWARRCMVFKELEVADQMTLLQNCWSELLVFDHIYRQVQHGKEGSILLVTGQEVELTTVATQAGSLLHSLVLRAQELVLQLLALQLDRQEFVCLKFIILFSLDLKFLNNHILVKDAQEKANAALLDYTLCHYPHCGDKFQQLLLCLVEVRALSMQAKEYLYHKHLGNEMPRNNLLIEMLQAKQT. The pIC50 is 5.0. (3) The compound is NC(CNC(=O)Nc1ccc2nnsc2c1)c1ccccc1. The target protein sequence is MCSLASGATGGRGAVENEEDLPELSDSGDEAAWEDEDDADLPHGKQQTPCLFCNRLFTSAEETFSHCKSEHQFNIDSMVHKHGLEFYGYIKLINFIRLKNPTVEYMNSIYNPVPWEKEEYLKPVLEDDLLLQFDVEDLYEPVSVPFSYPNGLSENTSVVEKLKHMEARALSAEAALARAREDLQKMKQFAQDFVMHTDVRTCSSSTSVIADLQEDEDGVYFSSYGHYGIHEEMLKDKIRTESYRDFIYQNPHIFKDKVVLDVGCGTGILSMFAAKAGAKKVLGVDQSEILYQAMDIIRLNKLEDTITLIKGKIEEVHLPVEKVDVIISEWMGYFLLFESMLDSVLYAKNKYLAKGGSVYPDICTISLVAVSDVNKHADRIAFWDDVYGFKMSCMKKAVIPEAVVEVLDPKTLISEPCGIKHIDCHTTSISDLEFSSDFTLKITRTSMCTAIAGYFDIYFEKNCHNRVVFSTGPQSTKTHWKQTVFLLEKPFSVKAGEALK.... The pIC50 is 5.2. (4) The pIC50 is 4.3. The small molecule is C=C1C(c2ccccc2)=C(C#N)C(=O)N1c1c(C)cccc1C(C)C. The target protein (O18531) has sequence MMKRRWSNNGGFAALKMLEESSSEVTSSSNGLVLSSDINMSPSSLDSPVYGDQEMWLCNDSASYNNSHQHSVITSLQGCTSSLPAQTTIIPLSALPNSNNASLNNQNQNYQNGNSMNTNLSVNTNNSVGGGGGGGGVPGMTSLNGLGGGGGSQVNNHNHSHNHLHHNSNSNHSNSSSHHTNGHMGIGGGGGGLSVNINGPNIVSNAQQLNSLQASQNGQVIHANIGIHSIISNGLNHHHHHHMNNSSMMHHTPRSESANSISSGRDDLSPSSSLNGFSTSDASDVKKIKKGPAPRLQEELCLVCGDRASGYHYNALTCEGCKGFFRRSVTKNAVYCCKFGHACEMDMYMRRKCQECRLKKCLAVGMRPECVVPENQCAMKRREKKAQKEKDKIQTSVCATEIKKEILDLMTCEPPSHPTCPLLPEDILAKCQARNIPPLSYNQLAVIYKLIWYQDGYEQPSEEDLKRIMSSPDENESQHDASFRHITEITILTVQLIVEF.... (5) The drug is CC(=O)N[C@@H](CC(C)C)C(=O)N[C@@H](CC(=O)O)C(=O)N[C@H](C(=O)N[C@@H](CO)C(=O)N[C@@H](CC(C)C)C(N)=O)[C@@H](C)O. The pIC50 is 3.5. The target protein (Q13477) has sequence MDFGLALLLAGLLGLLLGQSLQVKPLQVEPPEPVVAVALGASRQLTCRLACADRGASVQWRGLDTSLGAVQSDTGRSVLTVRNASLSAAGTRVCVGSCGGRTFQHTVQLLVYAFPDQLTVSPAALVPGDPEVACTAHKVTPVDPNALSFSLLVGGQELEGAQALGPEVQEEEEEPQGDEDVLFRVTERWRLPPLGTPVPPALYCQATMRLPGLELSHRQAIPVLHSPTSPEPPDTTSPESPDTTSPESPDTTSQEPPDTTSPEPPDKTSPEPAPQQGSTHTPRSPGSTRTRRPEISQAGPTQGEVIPTGSSKPAGDQLPAALWTSSAVLGLLLLALPTYHLWKRCRHLAEDDTHPPASLRLLPQVSAWAGLRGTGQVGISPS. (6) The small molecule is CCCCn1c(O)c2n(c1=O)[C@H](c1ccc(OC)cc1)c1[nH]c3ccccc3c1C2. The target protein (Q28156) has sequence MERAGPGSARPQQQWDQDSVEAWLDDHWDFTFSYFVRKGTREMVNAWFAERVHTIPVCKEGIKGHTESCSCPLQPSPRAESSVPGTPTRKISASEFDRPLRPIVIKDSEGTVSFLSDSDKKEQMPLTSPRFDNDEGDQCSRLLELVKDISSHLDVTALCHKIFLHIHGLISADRYSLFLVCEDSSNDKFLISRLFDVAEGSTLEEASNNCIRLEWNKGIVGHVAAFGEPLNIKDAYEDPRFNAEVDQITGYKTQSILCMPIKNHREEVVGVAQAINKKSGNGGTFTEKDEKDFAAYLAFCGIVLHNAQLYETSLLENKRNQVLLDLASLIFEEQQSLEVILKKIAATIISFMQVQKCTIFIVDEDCSDSFSSVFHMECEELEKSSDTLTRERDANRINYMYAQYVKNTMEPLNIPDVSKDKRFPWTNENMGNINQQCIRSLLCTPIKNGKKNKVIGVCQLVNKMEETTGKVKAFNRNDEQFLEAFVIFCGLGIQNTQMYE.... The pIC50 is 8.1. (7) The drug is CC[C@H](C)[C@H](NC(=O)[C@H](C)NC(=O)[C@H](CC(=O)O)NC(=O)[C@H](C)NC(=O)[C@@H](N)Cc1ccc(O)cc1)C(=O)N[C@@H](Cc1ccccc1)C(=O)N[C@H](C(=O)N[C@@H](CC(N)=O)C(=O)N[C@@H](CO)C(=O)N[C@@H](Cc1ccc(O)cc1)C(=O)N[C@@H](CCCNC(=N)N)C(=O)N[C@@H](CCCCN)C(=O)N[C@@H](CC(C)C)C(=O)NCC(=O)N[C@@H](CCC(N)=O)C(=O)N[C@@H](CC(C)C)C(=O)N[C@@H](CO)C(=O)N[C@@H](C)C(=O)N[C@@H](CCCNC(=N)N)C(=O)N[C@@H](CCCCN)C(=O)N[C@@H](CC(C)C)C(=O)N[C@@H](CC(C)C)C(=O)N[C@@H](CCC(N)=O)C(=O)N[C@@H](CC(=O)O)C(=O)N[C@H](C(=O)N[C@@H](CCSC)C(=O)N[C@@H](CO)C(=O)N[C@@H](CCCNC(=N)N)C(N)=O)[C@@H](C)CC)[C@@H](C)O. The target protein (Q02644) has sequence MDSLLWATWVLCLLNLWGVALGHLHLECDFITQLRDDELACLQAAEGTNNSSMGCPGTWDGLLCWPPTGSGQWVSLPCPEFFSHFGSDPGAVKRDCTITGWSDPFPPYPVACPVPLELLTEEKSYFSTVKIIYTTGHSISIVALCVAIAILVALRRLHCPRNYIHTQLFATFILKASAVFLKDAAVFQGDSTDHCSMSTILCKVSVAVSHFATMTNFSWLLAEAVYLSCLLASTSPRSKPAFWWLVLAGWGLPVLCTGTWVGCKLAFEDTACWDLDDSSPYWWIIKGPIVLSVGVNFGLFLNIICILLRKLGPAQGGLHTRAQYCNYLLPWSCPLPQVPRERTDLGPSSHEITVQESGTRNCQLPWRLSKSTLLLIPLFGIHYIIFNFLPDSAGLGIRLPLELGLGSFQGFVVAVLYCFLNQEVRTEISRKWYGHDPELLPARRTCTEWTTPPRSRVKVLTSEC. The pIC50 is 6.0. (8) The compound is O=c1[nH]cc(-c2ccc(F)c(Cl)c2)cc1O. The target protein (P24855) has sequence MRGMKLLGALLALAALLQGAVSLKIAAFNIQTFGETKMSNATLVSYIVQILSRYDIALVQEVRDSHLTAVGKLLDNLNQDAPDTYHYVVSEPLGRNSYKERYLFVYRPDQVSAVDSYYYDDGCEPCGNDTFNREPAIVRFFSRFTEVREFAIVPLHAAPGDAVAEIDALYDVYLDVQEKWGLEDVMLMGDFNAGCSYVRPSQWSSIRLWTSPTFQWLIPDSADTTATPTHCAYDRIVVAGMLLRGAVVPDSALPFNFQAAYGLSDQLAQAISDHYPVEVMLK. The pIC50 is 4.0. (9) The compound is Nc1nc2c3c(F)cccc3nc(Cc3ccc4c(c3)OCO4)n2n1. The target protein (Q8IY84) has sequence MTAVYMNGGGLVNPHYARWDRRDSVESGCQTESSKEGEEGQPRQLTPFEKLTQDMSQDEKVVREITLGKRIGFYRIRGEIGSGNFSQVKLGIHSLTKEKVAIKILDKTKLDQKTQRLLSREISSMEKLHHPNIIRLYEVVETLSKLHLVMEYAGGGELFGKISTEGKLSEPESKLIFSQIVSAVKHMHENQIIHRDLKAENVFYTSNTCVKVGDFGFSTVSKKGEMLNTFCGSPPYAAPELFRDEHYIGIYVDIWALGVLLYFMVTGTMPFRAETVAKLKKSILEGTYSVPPHVSEPCHRLIRGVLQQIPTERYGIDCIMNDEWMQGVPYPTPLEPFQLDPKHLSETSTLKEEENEVKSTLEHLGITEEHIRNNQGRDARSSITGVYRIILHRVQRKKALESVPVMMLPDPKERDLKKGSRVYRGIRHTSKFCSIL. The pIC50 is 5.0. (10) The small molecule is NS(=O)(=O)c1ccc(NC(=O)c2ccc(F)cc2)cc1. The target protein (P19111) has sequence MQGACVLLLLGLHLQLSLGLVPVEEEDPAFWNRQAAQALDVAKKLQPIQTAAKNVILFLGDGMGVPTVTATRILKGQMNGKLGPETPLAMDQFPYVALSKTYNVDRQVPDSAGTATAYLCGVKGNYRTIGVSAAARYNQCKTTRGNEVTSVMNRAKKAGKSVGVVTTTRVQHASPAGAYAHTVNRNWYSDADLPADAQMNGCQDIAAQLVNNMDIDVILGGGRKYMFPVGTPDPEYPDDASVNGVRKRKQNLVQAWQAKHQGAQYVWNRTALLQAADDSSVTHLMGLFEPADMKYNVQQDHTKDPTLQEMTEVALRVVSRNPRGFYLFVEGGRIDHGHHDDKAYMALTEAGMFDNAIAKANELTSELDTLILVTADHSHVFSFGGYTLRGTSIFGLAPSKALDSKSYTSILYGNGPGYALGGGSRPDVNDSTSEDPSYQQQAAVPQASETHGGEDVAVFARGPQAHLVHGVEEETFVAHIMAFAGCVEPYTDCNLPAPTT.... The pIC50 is 5.2.